Dataset: Catalyst prediction with 721,799 reactions and 888 catalyst types from USPTO. Task: Predict which catalyst facilitates the given reaction. (1) Reactant: [F:1][C:2]([F:18])([F:17])[O:3][C:4]1[CH:16]=[CH:15][C:7]([O:8][CH:9]2[CH2:14][CH2:13][NH:12][CH2:11][CH2:10]2)=[CH:6][CH:5]=1.[C:19]1(=O)[CH2:24][CH2:23][C:22](=[O:25])[CH2:21][CH2:20]1. Product: [OH:25][C:22]1[CH:23]=[CH:24][C:19]([N:12]2[CH2:11][CH2:10][CH:9]([O:8][C:7]3[CH:15]=[CH:16][C:4]([O:3][C:2]([F:1])([F:17])[F:18])=[CH:5][CH:6]=3)[CH2:14][CH2:13]2)=[CH:20][CH:21]=1. The catalyst class is: 178. (2) Reactant: [Mg:1].ClCCl.[CH3:5][OH:6].[CH3:7][O:8][C:9]1[CH:30]=[CH:29][C:12]2[NH:13][C:14]([S@:16]([CH2:18][C:19]3[C:24]([CH3:25])=[C:23]([O:26][CH3:27])[C:22]([CH3:28])=[CH:21][N:20]=3)=[O:17])=[N:15][C:11]=2[CH:10]=1. Product: [CH3:7][O-:8].[Mg+2:1].[CH3:5][O-:6].[Mg:1].[CH3:7][O:8][C:9]1[CH:30]=[CH:29][C:12]2[NH:13][C:14]([S@:16]([CH2:18][C:19]3[C:24]([CH3:25])=[C:23]([O:26][CH3:27])[C:22]([CH3:28])=[CH:21][N:20]=3)=[O:17])=[N:15][C:11]=2[CH:10]=1. The catalyst class is: 6. (3) Reactant: C([O:3][C:4]([C:6]1[N:7]=[C:8]([C:18]2[CH:23]=[CH:22][CH:21]=[CH:20][C:19]=2[O:24][CH3:25])[N:9]([C:11]2[CH:16]=[CH:15][C:14]([CH3:17])=[CH:13][CH:12]=2)[CH:10]=1)=O)C.[H-].[Al+3].[Li+].[H-].[H-].[H-].CCOCC.C(OCC)(=O)C. Product: [CH3:25][O:24][C:19]1[CH:20]=[CH:21][CH:22]=[CH:23][C:18]=1[C:8]1[N:9]([C:11]2[CH:12]=[CH:13][C:14]([CH3:17])=[CH:15][CH:16]=2)[CH:10]=[C:6]([CH2:4][OH:3])[N:7]=1. The catalyst class is: 1.